Dataset: Human Reference Interactome with 51,813 positive PPI pairs across 8,248 proteins, plus equal number of experimentally-validated negative pairs. Task: Binary Classification. Given two protein amino acid sequences, predict whether they physically interact or not. (1) Protein 1 (ENSG00000157514) has sequence MAQSKLDCRSPVGLDCCNCCLDLAHRSGLQRGSSGENNNPGSPTVSNFRQLQEKLVFENLNTDKLNSIMRQDSLEPVLRDPCYLINEGICNRNIDQTMLSILLFFHSASGASVVAIDNKIEQAMDLVKNHLMYAVREEVEILKEQIRELVEKNSQLERENTLLKTLASPEQLEKFQSCLSPEEPAPESPQVPEAPGGSAV*MAFQPPYSSSLFRKRDNASGASVVAIDNKIEQAMDLVKNHLMYAVREEVEILKEQIRELVEKNSQLERENTLLKTLASPEQLEKFQSCLSPEEPAPESP.... Protein 2 (ENSG00000165584) has sequence MNGDDTFARRPTVGAQIPEKIQKAFDDIAKYFSKEEWEKMKVSEKIVYVYMKRKYEAMTKLGFKAILPSFMRNKRVTDFQGNDFDNDPNRGNQVQRPQMTFGRLQGIFPKIMPKKPAEEGNVSKEVPEASGPQNDGKQLCPPGKPTTSEKINMISGPKRGEHAWTHRLRERKQLVIYEEISDPEEDDE*MNGDDTFARRPTVGAQIPEKIQKAFDDIAKYFSKEEWEKMKVSEKIVYVYMKRKYEAMTKLGFKAILPSFMRNKRVTDFQGNDFDNDPNRGNQVQRPQMTFGRLQGIFPKI.... Result: 0 (the proteins do not interact). (2) Protein 1 (ENSG00000197324) has sequence MLLATLLLLLLGGALAHPDRIIFPNHACEDPPAVLLEVQGTLQRPLVRDSRTSPANCTWLILGSKEQTVTIRFQKLHLACGSERLTLRSPLQPLISLCEAPPSPLQLPGGNVTITYSYAGARAPMGQGFLLSYSQDWLMCLQEEFQCLNHRCVSAVQRCDGVDACGDGSDEAGCSSDPFPGLTPRPVPSLPCNVTLEDFYGVFSSPGYTHLASVSHPQSCHWLLDPHDGRRLAVRFTALDLGFGDAVHVYDGPGPPESSRLLRSLTHFSNGKAVTVETLSGQAVVSYHTVAWSNGRGFNA.... Protein 2 (ENSG00000134824) has sequence MHGREAGPFVCVCVLLASIPTPQTPLLQASLPPFHPASAGHPITGQQDAFRAFHPDLEFVGKFLKPLLIGELAPEEPSQDHGKNSKITEDFRALRKTAEDMNLFKTNHVFFLLLLAHIIALESIAWFTVFYFGNGWIPTLITAFVLATSQAQAGWLQHDYGHLSVYRKPKWNHLVHKFVIGHLKGASANWWNHRHFQHHAKPNIFHKDPDVNMLHVFVLGEWQPIEYGKKKLKYLPYNHQHEYFFLIGPPLLIPMYFQYQIIMTMIVHKNWVDLAWAVSYYIRFFITYIPFYGILGALLF.... Result: 0 (the proteins do not interact). (3) Protein 1 (ENSG00000019582) has sequence MHRRRSRSCREDQKPVMDDQRDLISNNEQLPMLGRRPGAPESKCSRGALYTGFSILVTLLLAGQATTAYFLYQQQGRLDKLTVTSQNLQLENLRMKLPKPPKPVSKMRMATPLLMQALPMGALPQGPMQNATKYGNMTEDHVMHLLQNADPLKVYPPLKGSFPENLRHLKNTMETIDWKVFESWMHHWLLFEMSRHSLEQKPTDAPPKVLTKCQEEVSHIPAVHPGSFRPKCDENGNYLPLQCYGSIGYCWCVFPNGTEVPNTRSRGHHNCSESLELEDPSSGLGVTKQDLGPVPM*MHR.... Protein 2 (ENSG00000120498) has sequence MDNDDFFSMDFKEVVENLVTNDNSPNIPEAIDRLFSDIANINRESMAEITDIQIEEMAVNLWNWALTIGGGWLVNEEQKIRLHYVACKLLSMCEASFASEQSIQRLIMMNMRIGKEWLDAGNFLIADECFQAAVASLEQLYVKLIQRSSPEADLTMEKITVESDHFRVLSYQAESAVAQGDFQRASMCVLQCKDMLMRLPQMTSSLHHLCYNFGVETQKNNKYEESSFWLSQSYDIGKMDKKSTGPEMLAKVLRLLATNYLDWDDTKYYDKALNAVNLANKEHLSSPGLFLKMKILLKGE.... Result: 1 (the proteins interact). (4) Protein 1 (ENSG00000143355) has sequence MLNGTTLEAAMLFHGISGGHIQGIMEEMERRSKTEARLAKGAQLNGRDAGMPPLSPEKPALCAGCGGKISDRYYLLAVDKQWHLRCLKCCECKLALESELTCFAKDGSIYCKEDYYRRFSVQRCARCHLGISASEMVMRARDSVYHLSCFTCSTCNKTLTTGDHFGMKDSLVYCRAHFETLLQGEYPPQLSYTELAAKSGGLALPYFNGTGTVQKGRPRKRKSPALGVDIVNYNSGCNENEADHLDRDQQPYPPSQKTKRMRTSFKHHQLRTMKSYFAINHNPDAKDLKQLAQKTGLTKR.... Protein 2 (ENSG00000089022) has sequence MSEESDMDKAIKDAPVKLCDFGFAKIDQGDLMTPQFTPYYVAPQVLEAQRRHQKEKSGIIPTSPTPYTYNKSCDLWSLGVIIYVMLCGYPPFYSKHHSRTIPKDMRRKIMTGSFEFPEEEWSQISEMAKDVVRKLLKVKPEERLTIEGVLDHPWLNSTEALDNVLPSAQLMMDKAVVAGIQQAHAEQLANMRIQDLKVSLKPLHSVNNPILRKRKLLGTKPKDSVYIHDHENGAEDSNVALEKLRDVIAQCILPQAGKGENEDEKLNEVMQEAWKYNRECKLLRDTLQSFSWNGRGFTDK.... Result: 0 (the proteins do not interact). (5) Protein 1 (ENSG00000198668) has sequence MADQLTEEQIAEFKEAFSLFDKDGDGTITTKELGTVMRSLGQNPTEAELQDMINEVDADGNGTIDFPEFLTMMARKMKDTDSEEEIREAFRVFDKDGNGYISAAELRHVMTNLGEKLTDEEVDEMIREADIDGDGQVNYEEFVQMMTAK*MRSLGQNPTEAELQDMINEVDADGNGTIDFPEFLTMMARKMKDTDSEEEIREAFRVFDKDGNGYISAAELRHVMTNLGEKLTDEEVDEMIREADIDGDGQVNYEEFVQMMTAK*MRSLGQNPTEAELQDMINEVDADGNGTIDFPEFLTM.... Protein 2 (ENSG00000138459) has sequence MEKQCCSHPVICSLSTMYTFLLGAIFIALSSSRILLVKYSANEENKYDYLPTTVNVCSELVKLVFCVLVSFCVIKKDHQSRNLKYASWKEFSDFMKWSIPAFLYFLDNLIVFYVLSYLQPAMAVIFSNFSIITTALLFRIVLKRRLNWIQWASLLTLFLSIVALTAGTKTLQHNLAGRGFHHDAFFSPSNSCLLFRSPPWNFSWKPHQSFSLYLFIMPASLKFRNTHLGKKGSEI*MKWSIPAFLYFLDNLIVFYVLSYLQPAMAVIFSNFSIITTALLFRIVLKRRLNWIQWASLLTLF.... Result: 0 (the proteins do not interact). (6) Protein 1 (ENSG00000105369) has sequence MPGGPGVLQALPATIFLLFLLSAVYLGPGCQALWMHKVPASLMVSLGEDAHFQCPHNSSNNANVTWWRVLHGNYTWPPEFLGPGEDPNGTLIIQNVNKSHGGIYVCRVQEGNESYQQSCGTYLRVRQPPPRPFLDMGEGTKNRIITAEGIILLFCAVVPGTLLLFRKRWQNEKLGLDAGDEYEDENLYEGLNLDDCSMYEDISRGLQGTYQDVGSLNIGDVQLEKP*MPGGPGVLQALPATIFLLFLLSAVYLGPGCQALWMHKVPASLMVSLGEDAHFQCPHNSSNNANVTWWRVLHGN.... Protein 2 (ENSG00000141485) has sequence MASALSYVSKFKSFVILFVTPLLLLPLVILMPAKFVRCAYVIILMAIYWCTEVIPLAVTSLMPVLLFPLFQILDSRQVCVQYMKDTNMLFLGGLIVAVAVERWNLHKRIALRTLLWVGAKPARNTATTAMMVPIVEAILQQMEATSAATEAGLELVDKGKAKELPGSQVIFEGPTLGQQEDQERKRLCKAMTLCICYAASIGGTATLTGTGPNVVLLGQMNELFPDSKDLVNFASWFAFAFPNMLVMLLFAWLWLQFVYMRFNFKKSWGCGLESKKNEKAALKVLQEEYRKLGPLSFAEI.... Result: 1 (the proteins interact). (7) Protein 1 (ENSG00000261210) has sequence MQRWTLWAAAFLTLHSAQAFPQTDISISPALPELPLPSLCPLFWMEFKGHCYRFFPLNKTWAEADLYCSEFSVGRKSAKLASIHSWEENVFVYDLVNSCVPGIPADVWTGLHDHRQVRKQWPLGPLGSSSQDSILI*MQRWTLWAAAFLTLHSAQAFPQTDISISPVCFLSAPSPARAAPAFPVPPVLDGVQRPLLSILPSQ*MQRWTLWAAAFLTLHSAQAFPQTDISISPALPELPLPSLCPLFWMEFKGHCYRFFPLNKTWAEADLYCSEFSVGRKSAKLASIHSL*MQRWTLWAAA.... Protein 2 (ENSG00000172292) has sequence MAGILAWFWNERFWLPHNVTWADLKNTEEATFPQAEDLYLAFPLAFCIFMVRLIFERFVAKPCAIALNIQANGPQIAPPNAILEKVFTAITKHPDEKRLEGLSKQLDWDVRSIQRWFRQRRNQEKPSTLTRFCESMWRFSFYLYVFTYGVRFLKKTPWLWNTRHCWYNYPYQPLTTDLHYYYILELSFYWSLMFSQFTDIKRKDFGIMFLHHLVSIFLITFSYVNNMARVGTLVLCLHDSADALLEAAKMANYAKFQKMCDLLFVMFAVVFITTRLGIFPLWVLNTTLFESWEIVGPYPS.... Result: 0 (the proteins do not interact). (8) Protein 1 (ENSG00000137965) has sequence MAVTTRLTWLHEKILQNHFGGKRLSLLYKGSVHGFRNGVLLDRCCNQGPTLTVIYSEDHIIGAYAEESYQEGKYASIILFALQDTKISEWKLGLCTPETLFCCDVTKYNSPTNFQIDGRNRKVIMDLKTMENLGLAQNCTISIQDYEVFRCEDSLDERKIKGVIELRKSLLSALRTYEPYGSLVQQIRILLLGPIGAGKSSFFNSVRSVFQGHVTHQALVGTNTTGISEKYRTYSIRDGKDGKYLPFILCDSLGLSEKEGGLCRDDIFYILNGNIRDRYQFNPMESIKLNHHDYIDSPSL.... Protein 2 (ENSG00000172818) has sequence MPRAFLVKKPCVSTCKRNWSELPDEERGEIYVPVSLGFCPPQPYREPEPSVAEPPSCPLALNMSLRDSSYSMAPGPCVVAQLPSEDMGHLTDPQSRDHGFLRTKMKVTLGDSPSGDLFTCRVCQKAFTYQRMLNRHMKCHNDVKRHLCTYCGKGFNDTFDLKRHVRTHTGVRPYKCSLCDKAFTQRCSLESHLKKIHGVQQKYAYKERRAKLYVCEECGCTSESQEGHVLHLKEHHPDSPLLRKTSKKVAVALQNTVTSLLQGSPHL*MSLRDSSYSMAPGPCVVAQLPSEDMGHLTDPQ.... Result: 0 (the proteins do not interact). (9) Protein 1 (ENSG00000110315) has sequence MGQQISDQTQLVINKLPEKVAKHVTLVRESGSLTYEEFLGRVAELNDVTAKVASGQEKHLLFEVQPGSDSSAFWKVVVRVVCTKINKSSGIVEASRIMNLYQFIQLYKDITSQAAGVLAQSSTSEEPDENSSSVTSCQASLWMGRVKQLTDEEECCICMDGRADLILPCAHSFCQKCIDKWSDRHRNCPICRLQMTGANESWVVSDAPTEDDMANYILNMADEAGQPHRP*MGQQISDQTQLVINKLPEKVAKHVTLVRESGSLTYEEFLGRVAELNDVTAKVASGQEKHLLFEVQPGSD.... Protein 2 (ENSG00000162757) has sequence MLLLDLMSSPSPQLLVAAAQQTLGMGKRRSPPQAICLHLAGEVLAVARGLKPAVLYDCNCAGASELQSYLEELKGLGFLTFGLHILEIGENSLIVSPEHVCQHLEQVLLGTIAFVDVSSCQRHPSVCSLDQLQDLKALVAEIITHLQGLQRDLSLAVSYSRLHSSDWNLCTVFGILLGYPVPYTFHLNQGDDNCLALTPLRVFTARISWLLGQPPILLYSFSVPESLFPGLRDILNTWEKDLRTRFRTQNDFADLSISSEIVTLPAVAL*. Result: 0 (the proteins do not interact).